Dataset: HIV replication inhibition screening data with 41,000+ compounds from the AIDS Antiviral Screen. Task: Binary Classification. Given a drug SMILES string, predict its activity (active/inactive) in a high-throughput screening assay against a specified biological target. (1) The drug is CCOC(=O)NC(C(F)(F)F)(C(F)(F)F)P(=O)(OCC(C)C)OCC(C)C. The result is 0 (inactive). (2) The molecule is COc1cccc2c1[OH+][Pt-3]1(O)([n+]3ccccc3)[S+]=C(Nc3ccccc3)[N-][N+]1=C2. The result is 0 (inactive). (3) The molecule is CCN1CCC(O)(c2ccc(Oc3ccc(F)cc3)cc2)C(C(=O)c2ccc(Oc3ccc(F)cc3)cc2)C1.Cl. The result is 0 (inactive). (4) The drug is CN(C)C1C(O)=C(C(=O)NCN2CCN(C(=N)NC(=N)N)CC2)C(=O)C2(O)C(O)=C3C(=O)c4c(O)cccc4C(C)(O)C3CC12. The result is 0 (inactive). (5) The drug is CCCC1C(C#N)(C#N)C(C#N)=C(N)C1(C)C(C)=O. The result is 0 (inactive).